Task: Predict the product of the given reaction.. Dataset: Forward reaction prediction with 1.9M reactions from USPTO patents (1976-2016) (1) Given the reactants [CH3:1][S:2](Cl)(=[O:4])=[O:3].[N:6]1([C:12]2[CH:17]=[CH:16][C:15]([NH:18][C:19]([N:21]3[CH2:29][C:28]4[C:23](=[CH:24][CH:25]=[CH:26][CH:27]=4)[CH2:22]3)=[O:20])=[CH:14][CH:13]=2)[CH2:11][CH2:10][NH:9][CH2:8][CH2:7]1.N[C:31]1[CH:32]=[C:33]2C(=[CH:38][CH:39]=1)CN(C(N[C:31]1[CH:39]=[CH:38]C(C(=O)NCCC)=[CH:33][CH:32]=1)=O)C2, predict the reaction product. The product is: [C:1]1([S:2]([N:9]2[CH2:10][CH2:11][N:6]([C:12]3[CH:17]=[CH:16][C:15]([NH:18][C:19]([N:21]4[CH2:29][C:28]5[C:23](=[CH:24][CH:25]=[CH:26][CH:27]=5)[CH2:22]4)=[O:20])=[CH:14][CH:13]=3)[CH2:7][CH2:8]2)(=[O:4])=[O:3])[CH:33]=[CH:32][CH:31]=[CH:39][CH:38]=1. (2) Given the reactants [CH3:1][O:2][C:3]1[CH:27]=[C:26]([O:28][CH3:29])[CH:25]=[CH:24][C:4]=1[CH2:5][N:6]([C:19]1[S:23][N:22]=[CH:21][N:20]=1)[S:7]([C:10]1[CH:15]=[C:14]([F:16])[C:13](F)=[CH:12][C:11]=1[F:18])(=[O:9])=[O:8].[C:30]1([C@H:36]2[CH2:41][CH2:40][CH2:39][CH2:38][C@H:37]2[OH:42])[CH:35]=[CH:34][CH:33]=[CH:32][CH:31]=1.[H-].[Na+], predict the reaction product. The product is: [CH3:1][O:2][C:3]1[CH:27]=[C:26]([O:28][CH3:29])[CH:25]=[CH:24][C:4]=1[CH2:5][N:6]([C:19]1[S:23][N:22]=[CH:21][N:20]=1)[S:7]([C:10]1[CH:15]=[C:14]([F:16])[C:13]([O:42][C@@H:37]2[CH2:38][CH2:39][CH2:40][CH2:41][C@@H:36]2[C:30]2[CH:31]=[CH:32][CH:33]=[CH:34][CH:35]=2)=[CH:12][C:11]=1[F:18])(=[O:8])=[O:9]. (3) Given the reactants [N:1]1([CH2:8][C:9]#[C:10][C:11]2[C:12]([NH:19][CH2:20][CH2:21][CH:22]3[CH2:27][CH2:26][CH2:25][CH2:24][CH2:23]3)=[N:13][C:14]([C:17]#[N:18])=[N:15][CH:16]=2)[CH2:7][CH2:6][CH2:5][CH2:4][CH2:3][CH2:2]1.C1CCN2C(=NCCC2)CC1.O, predict the reaction product. The product is: [N:1]1([CH2:8][C:9]2[N:19]([CH2:20][CH2:21][CH:22]3[CH2:27][CH2:26][CH2:25][CH2:24][CH2:23]3)[C:12]3[N:13]=[C:14]([C:17]#[N:18])[N:15]=[CH:16][C:11]=3[CH:10]=2)[CH2:7][CH2:6][CH2:5][CH2:4][CH2:3][CH2:2]1.